This data is from Forward reaction prediction with 1.9M reactions from USPTO patents (1976-2016). The task is: Predict the product of the given reaction. Given the reactants C(NC1C=CC(C2C=C3C(CN([C@@H](C(C)C)C(O)=O)C3=O)=CC=2)=CC=1)(=O)C1C=CC=CC=1.[CH3:33][CH:34]([CH3:73])[C@H:35]([N:40]1[CH2:48][C:47]2[C:42](=[CH:43][C:44]([C:49]3[CH:54]=[CH:53][C:52]([NH:55][C:56](=[O:71])[C:57]4[CH:62]=[CH:61][C:60]([CH2:63][CH2:64][CH2:65][CH2:66][CH2:67][CH2:68][CH2:69][CH3:70])=[CH:59][CH:58]=4)=[CH:51][CH:50]=3)=[CH:45][CH:46]=2)[C:41]1=[O:72])[C:36]([O:38]C)=[O:37], predict the reaction product. The product is: [CH3:73][CH:34]([CH3:33])[C@H:35]([N:40]1[CH2:48][C:47]2[C:42](=[CH:43][C:44]([C:49]3[CH:54]=[CH:53][C:52]([NH:55][C:56](=[O:71])[C:57]4[CH:58]=[CH:59][C:60]([CH2:63][CH2:64][CH2:65][CH2:66][CH2:67][CH2:68][CH2:69][CH3:70])=[CH:61][CH:62]=4)=[CH:51][CH:50]=3)=[CH:45][CH:46]=2)[C:41]1=[O:72])[C:36]([OH:38])=[O:37].